Dataset: Forward reaction prediction with 1.9M reactions from USPTO patents (1976-2016). Task: Predict the product of the given reaction. (1) Given the reactants Cl.C(N=C=NC[CH2:8][CH2:9][N:10](C)C)C.C(N([CH2:18][CH3:19])CC)C.[CH:20]([C:22]1[NH:26][C:25]([CH3:27])=[C:24]([C:28]([OH:30])=O)[C:23]=1[CH3:31])=[O:21].O[N:33]1[C:37]2[CH:38]=[CH:39][CH:40]=C[C:36]=2[N:35]=N1.[OH2:42], predict the reaction product. The product is: [CH2:18]([N:33]1[CH2:40][CH2:39][CH2:38][CH:37]1[CH2:36][NH:35][C:8](=[O:42])[CH2:9][NH:10][C:28]([C:24]1[C:23]([CH3:31])=[C:22]([CH:20]=[O:21])[NH:26][C:25]=1[CH3:27])=[O:30])[CH3:19]. (2) Given the reactants [CH2:1]([O:3][C:4]1[C:26]([CH2:27][CH3:28])=[CH:25][C:7]2[NH:8][C:9]([C:11]3[C:15]([N+:16]([O-])=O)=[CH:14][N:13]([CH:19]4[CH2:24][CH2:23][CH2:22][CH2:21][O:20]4)[N:12]=3)=[N:10][C:6]=2[CH:5]=1)[CH3:2], predict the reaction product. The product is: [CH2:1]([O:3][C:4]1[C:26]([CH2:27][CH3:28])=[CH:25][C:7]2[NH:8][C:9]([C:11]3[C:15]([NH2:16])=[CH:14][N:13]([CH:19]4[CH2:24][CH2:23][CH2:22][CH2:21][O:20]4)[N:12]=3)=[N:10][C:6]=2[CH:5]=1)[CH3:2]. (3) Given the reactants [CH:1]([C:3]1[N:4]=[CH:5][C:6]([NH:9][C:10](=[O:27])[CH:11]([NH:15][C:16](=[O:26])[CH2:17][C:18]2[CH:23]=[C:22]([F:24])[CH:21]=[C:20]([F:25])[CH:19]=2)[CH2:12][CH2:13][CH3:14])=[N:7][CH:8]=1)=O.[NH2:28][CH2:29][CH2:30][CH:31]([OH:33])[CH3:32].S([O-])([O-])(=O)=O.[Na+].[Na+].C(O[BH-](OC(=O)C)OC(=O)C)(=O)C.[Na+], predict the reaction product. The product is: [OH:33][CH:31]([CH3:32])[CH2:30][CH2:29][NH:28][CH2:1][C:3]1[N:4]=[CH:5][C:6]([NH:9][C:10](=[O:27])[CH:11]([NH:15][C:16](=[O:26])[CH2:17][C:18]2[CH:23]=[C:22]([F:24])[CH:21]=[C:20]([F:25])[CH:19]=2)[CH2:12][CH2:13][CH3:14])=[N:7][CH:8]=1. (4) Given the reactants F[C:2]1[CH:3]=[C:4]([C:8]2[N:13]=C(SC)N=[C:10](N3CCOC[C@@H]3C)[CH:9]=2)C=NC=1.Cl[C:24]1[CH:29]=[C:28]([C:30]2[CH:35]=[C:34]([F:36])[CH:33]=[CH:32][C:31]=2[S:37]([CH3:40])(=[O:39])=[O:38])[N:27]=[C:26]([N:41]2[CH2:46][CH2:45][O:44][CH2:43][C@@H:42]2[CH3:47])[N:25]=1.CC1(C)C(C)(C)OB(C2C=CC(N)=CC=2)O1, predict the reaction product. The product is: [F:36][C:34]1[CH:33]=[CH:32][C:31]([S:37]([CH3:40])(=[O:39])=[O:38])=[C:30]([C:28]2[N:27]=[C:26]([N:41]3[CH2:46][CH2:45][O:44][CH2:43][C@@H:42]3[CH3:47])[N:25]=[C:24]([C:2]3[CH:3]=[CH:4][C:8]([NH2:13])=[CH:9][CH:10]=3)[CH:29]=2)[CH:35]=1. (5) Given the reactants [I:1][C:2]1[CH:7]=[CH:6][C:5]([O:8][CH3:9])=[CH:4][C:3]=1[O:10][CH2:11][O:12][CH3:13].[Br:14]N1C(=O)CCC1=O, predict the reaction product. The product is: [I:1][C:2]1[CH:7]=[C:6]([Br:14])[C:5]([O:8][CH3:9])=[CH:4][C:3]=1[O:10][CH2:11][O:12][CH3:13]. (6) Given the reactants Cl[C:2]1[N:3]([CH2:25][CH:26]([CH3:28])[CH3:27])[C:4]2[C:9]([N:10]=1)=[C:8]([N:11]1[CH2:16][CH2:15][O:14][CH2:13][C@@H:12]1[CH3:17])[N:7]=[C:6]([C:18]1[CH:19]=[N:20][C:21]([NH2:24])=[N:22][CH:23]=1)[N:5]=2.[NH:29]1[CH2:34][CH2:33][NH:32][CH2:31][CH2:30]1, predict the reaction product. The product is: [CH2:25]([N:3]1[C:2]([N:29]2[CH2:34][CH2:33][NH:32][CH2:31][CH2:30]2)=[N:10][C:9]2[C:4]1=[N:5][C:6]([C:18]1[CH:19]=[N:20][C:21]([NH2:24])=[N:22][CH:23]=1)=[N:7][C:8]=2[N:11]1[CH2:16][CH2:15][O:14][CH2:13][C@@H:12]1[CH3:17])[CH:26]([CH3:28])[CH3:27]. (7) Given the reactants [O:1]=[CH:2][C:3]1[CH:11]=[CH:10][C:7]([O:8][CH3:9])=[C:5]([OH:6])[CH:4]=1.C(=O)([O-])[O-].[K+].[K+].[CH3:18][O:19][CH2:20]Cl.O, predict the reaction product. The product is: [CH3:9][O:8][C:7]1[CH:10]=[CH:11][C:3]([CH:2]=[O:1])=[CH:4][C:5]=1[O:6][CH2:18][O:19][CH3:20]. (8) Given the reactants [CH2:1]([N:8]1[CH2:13][CH2:12][C:11]([N:16]([CH3:18])[CH3:17])([C:14]#N)[CH2:10][CH2:9]1)[C:2]1[CH:7]=[CH:6][CH:5]=[CH:4][CH:3]=1.CO.C(Cl)(Cl)Cl.[NH4+].[Cl-].[CH2:27]1[CH2:31]OC[CH2:28]1, predict the reaction product. The product is: [CH2:1]([N:8]1[CH2:9][CH2:10][C:11]([CH2:14][CH2:28][CH2:27][CH3:31])([N:16]([CH3:17])[CH3:18])[CH2:12][CH2:13]1)[C:2]1[CH:3]=[CH:4][CH:5]=[CH:6][CH:7]=1. (9) Given the reactants O[C:2]1[CH:7]=[CH:6][O:5][C:4](=[O:8])[C:3]=1[CH3:9].[CH2:10](O)[CH3:11], predict the reaction product. The product is: [O:5]1[C:6]2[CH:7]=[CH:2][CH:10]=[CH:11][C:9]=2[CH2:3][C:4]1=[O:8].